From a dataset of Full USPTO retrosynthesis dataset with 1.9M reactions from patents (1976-2016). Predict the reactants needed to synthesize the given product. (1) Given the product [NH:1]1[C:9]2[C:4](=[CH:5][CH:6]=[CH:7][CH:8]=2)[C:3]([C:10]2([CH:20]3[C:28]4[C:23](=[CH:24][CH:25]=[CH:26][CH:27]=4)[NH:22][CH2:21]3)[C:18]3[C:13](=[CH:14][CH:15]=[CH:16][CH:17]=3)[NH:12][C:11]2=[S:30])=[CH:2]1, predict the reactants needed to synthesize it. The reactants are: [NH:1]1[C:9]2[C:4](=[CH:5][CH:6]=[CH:7][CH:8]=2)[C:3]([C:10]2([CH:20]3[C:28]4[C:23](=[CH:24][CH:25]=[CH:26][CH:27]=4)[NH:22][CH2:21]3)[C:18]3[C:13](=[CH:14][CH:15]=[CH:16][CH:17]=3)[NH:12][C:11]2=O)=[CH:2]1.P12(SP3(SP(SP(S3)(S1)=S)(=S)S2)=S)=[S:30].CS(C)(=O)=O. (2) Given the product [CH3:8][C:9]1([CH3:25])[C:13]([CH3:15])([CH3:14])[O:12][B:11]([C:2]2[N:7]=[CH:6][CH:5]=[CH:4][N:3]=2)[O:10]1, predict the reactants needed to synthesize it. The reactants are: Br[C:2]1[N:7]=[CH:6][CH:5]=[CH:4][N:3]=1.[CH3:8][C:9]1([CH3:25])[C:13]([CH3:15])([CH3:14])[O:12][B:11]([B:11]2[O:12][C:13]([CH3:15])([CH3:14])[C:9]([CH3:25])([CH3:8])[O:10]2)[O:10]1.C([O-])(=O)C.[K+]. (3) The reactants are: C(=O)([O-])[O-].[K+].[K+].[CH:7]1([CH2:13][C@@H:14]([NH2:30])[CH2:15][N:16]2[CH2:21][CH2:20][CH:19]([C:22]3[CH:27]=[CH:26][CH:25]=[CH:24][C:23]=3[O:28][CH3:29])[CH2:18][CH2:17]2)[CH2:12][CH2:11][CH2:10][CH2:9][CH2:8]1.[CH3:31][C:32]([CH3:37])([CH3:36])[C:33]([Cl:35])=[O:34]. Given the product [CH:7]1([CH2:13][C@@H:14]([NH:30][C:33](=[O:34])[C:32]([CH3:37])([CH3:36])[CH3:31])[CH2:15][N:16]2[CH2:17][CH2:18][CH:19]([C:22]3[CH:27]=[CH:26][CH:25]=[CH:24][C:23]=3[O:28][CH3:29])[CH2:20][CH2:21]2)[CH2:12][CH2:11][CH2:10][CH2:9][CH2:8]1.[ClH:35], predict the reactants needed to synthesize it. (4) The reactants are: [CH3:1][C@H:2]1[CH2:7][NH:6][CH2:5][C@@H:4]([CH3:8])[NH:3]1.Cl[S:10]([C:13]1[CH:14]=[CH:15][C:16]([O:33][CH2:34][CH3:35])=[C:17]([C:19]2[NH:20][C:21](=[S:32])[C:22]3[N:27]([CH3:28])[N:26]=[C:25]([CH2:29][CH2:30][CH3:31])[C:23]=3[N:24]=2)[CH:18]=1)(=[O:12])=[O:11]. Given the product [CH2:34]([O:33][C:16]1[CH:15]=[CH:14][C:13]([S:10]([N:6]2[CH2:5][C@H:4]([CH3:8])[NH:3][C@H:2]([CH3:1])[CH2:7]2)(=[O:11])=[O:12])=[CH:18][C:17]=1[C:19]1[NH:20][C:21](=[S:32])[C:22]2[N:27]([CH3:28])[N:26]=[C:25]([CH2:29][CH2:30][CH3:31])[C:23]=2[N:24]=1)[CH3:35], predict the reactants needed to synthesize it. (5) Given the product [CH3:15][C@H:7]1[CH2:6][CH2:5][C:4]2[C:9](=[CH:10][CH:11]=[C:2]([B:20]3[O:24][C:23]([CH3:26])([CH3:25])[C:22]([CH3:28])([CH3:27])[O:21]3)[C:3]=2[O:16][CH2:17][CH2:18][CH3:19])[N:8]1[C:12](=[O:14])[CH3:13], predict the reactants needed to synthesize it. The reactants are: Br[C:2]1[C:3]([O:16][CH2:17][CH2:18][CH3:19])=[C:4]2[C:9](=[CH:10][CH:11]=1)[N:8]([C:12](=[O:14])[CH3:13])[C@@H:7]([CH3:15])[CH2:6][CH2:5]2.[B:20]1([B:20]2[O:24][C:23]([CH3:26])([CH3:25])[C:22]([CH3:28])([CH3:27])[O:21]2)[O:24][C:23]([CH3:26])([CH3:25])[C:22]([CH3:28])([CH3:27])[O:21]1.C([O-])(=O)C.[K+].ClCCl. (6) Given the product [NH2:1][CH2:2][CH2:3][O:4][C:5]1[CH:10]=[CH:9][C:8]([C:12]2[NH:21][C:20](=[O:22])[C:19]3[C:14](=[CH:15][C:16]([O:25][CH3:26])=[CH:17][C:18]=3[O:23][CH3:24])[N:13]=2)=[CH:7][C:6]=1[CH3:27], predict the reactants needed to synthesize it. The reactants are: [NH2:1][CH2:2][CH2:3][O:4][C:5]1[C:10](C)=[CH:9][C:8]([C:12]2[NH:21][C:20](=[O:22])[C:19]3[C:14](=[CH:15][C:16]([O:25][CH3:26])=[CH:17][C:18]=3[O:23][CH3:24])[N:13]=2)=[CH:7][C:6]=1[CH3:27].CC1C=C(C=CC=1O)C=O.